Dataset: Reaction yield outcomes from USPTO patents with 853,638 reactions. Task: Predict the reaction yield, written as a fraction of the theoretical maximum amount of product (1.0 means a 100% yield; for example, 0.34 means a 34% yield). (1) The reactants are [CH3:1][C:2]([CH3:8])([CH2:6][OH:7])[C:3]([OH:5])=O.[Cl:9][C:10]1[CH:11]=[C:12]([NH:24][C:25]2[C:34]3[C:29](=[CH:30][CH:31]=[CH:32][C:33]=3[O:35][CH2:36][C@H:37]3[CH2:41][CH2:40][CH2:39][NH:38]3)[N:28]=[CH:27][N:26]=2)[CH:13]=[CH:14][C:15]=1[O:16][CH2:17][C:18]1[CH:23]=[CH:22][CH:21]=[CH:20][N:19]=1. No catalyst specified. The product is [Cl:9][C:10]1[CH:11]=[C:12]([NH:24][C:25]2[C:34]3[C:29](=[CH:30][CH:31]=[CH:32][C:33]=3[O:35][CH2:36][C@H:37]3[CH2:41][CH2:40][CH2:39][N:38]3[C:3](=[O:5])[C:2]([CH3:1])([CH3:8])[CH2:6][OH:7])[N:28]=[CH:27][N:26]=2)[CH:13]=[CH:14][C:15]=1[O:16][CH2:17][C:18]1[CH:23]=[CH:22][CH:21]=[CH:20][N:19]=1. The yield is 0.560. (2) The yield is 0.930. The reactants are [Li+].[BH4-].C[Si](Cl)(C)C.[OH:8][CH2:9][CH2:10][NH:11][C:12](=O)[CH2:13][C:14]1[CH:19]=[CH:18][C:17]([C:20]([F:23])([F:22])[F:21])=[CH:16][CH:15]=1. The catalyst is C1COCC1. The product is [F:21][C:20]([F:22])([F:23])[C:17]1[CH:16]=[CH:15][C:14]([CH2:13][CH2:12][NH:11][CH2:10][CH2:9][OH:8])=[CH:19][CH:18]=1.